This data is from NCI-60 drug combinations with 297,098 pairs across 59 cell lines. The task is: Regression. Given two drug SMILES strings and cell line genomic features, predict the synergy score measuring deviation from expected non-interaction effect. (1) Drug 1: CC(CN1CC(=O)NC(=O)C1)N2CC(=O)NC(=O)C2. Drug 2: CC12CCC3C(C1CCC2O)C(CC4=C3C=CC(=C4)O)CCCCCCCCCS(=O)CCCC(C(F)(F)F)(F)F. Cell line: SF-268. Synergy scores: CSS=3.20, Synergy_ZIP=-4.65, Synergy_Bliss=-0.619, Synergy_Loewe=-3.00, Synergy_HSA=-1.96. (2) Cell line: SW-620. Synergy scores: CSS=-2.83, Synergy_ZIP=1.50, Synergy_Bliss=0.378, Synergy_Loewe=-3.94, Synergy_HSA=-3.22. Drug 1: CN(C)C1=NC(=NC(=N1)N(C)C)N(C)C. Drug 2: CC1C(C(CC(O1)OC2CC(OC(C2O)C)OC3=CC4=CC5=C(C(=O)C(C(C5)C(C(=O)C(C(C)O)O)OC)OC6CC(C(C(O6)C)O)OC7CC(C(C(O7)C)O)OC8CC(C(C(O8)C)O)(C)O)C(=C4C(=C3C)O)O)O)O. (3) Drug 1: C1=CC(=CC=C1CCC2=CNC3=C2C(=O)NC(=N3)N)C(=O)NC(CCC(=O)O)C(=O)O. Drug 2: C1CC(C1)(C(=O)O)C(=O)O.[NH2-].[NH2-].[Pt+2]. Cell line: HCC-2998. Synergy scores: CSS=31.4, Synergy_ZIP=-4.03, Synergy_Bliss=-5.65, Synergy_Loewe=-11.2, Synergy_HSA=-2.94. (4) Drug 1: C1=CC(=CC=C1CCC2=CNC3=C2C(=O)NC(=N3)N)C(=O)NC(CCC(=O)O)C(=O)O. Drug 2: CCCCCOC(=O)NC1=NC(=O)N(C=C1F)C2C(C(C(O2)C)O)O. Cell line: HCT-15. Synergy scores: CSS=52.2, Synergy_ZIP=4.93, Synergy_Bliss=3.91, Synergy_Loewe=-33.8, Synergy_HSA=5.36. (5) Drug 1: C1CCC(C1)C(CC#N)N2C=C(C=N2)C3=C4C=CNC4=NC=N3. Drug 2: CC(C)CN1C=NC2=C1C3=CC=CC=C3N=C2N. Cell line: HS 578T. Synergy scores: CSS=-8.56, Synergy_ZIP=7.15, Synergy_Bliss=8.04, Synergy_Loewe=-0.793, Synergy_HSA=-0.0595. (6) Drug 1: C1=C(C(=O)NC(=O)N1)F. Drug 2: C1C(C(OC1N2C=NC(=NC2=O)N)CO)O. Cell line: HCC-2998. Synergy scores: CSS=23.1, Synergy_ZIP=-14.8, Synergy_Bliss=-24.2, Synergy_Loewe=-18.4, Synergy_HSA=-18.4. (7) Drug 1: C1CCC(CC1)NC(=O)N(CCCl)N=O. Drug 2: CN(CC1=CN=C2C(=N1)C(=NC(=N2)N)N)C3=CC=C(C=C3)C(=O)NC(CCC(=O)O)C(=O)O. Cell line: 786-0. Synergy scores: CSS=43.4, Synergy_ZIP=0.802, Synergy_Bliss=1.13, Synergy_Loewe=3.08, Synergy_HSA=5.64. (8) Drug 1: CC1CCC2CC(C(=CC=CC=CC(CC(C(=O)C(C(C(=CC(C(=O)CC(OC(=O)C3CCCCN3C(=O)C(=O)C1(O2)O)C(C)CC4CCC(C(C4)OC)O)C)C)O)OC)C)C)C)OC. Drug 2: C(CC(=O)O)C(=O)CN.Cl. Cell line: A549. Synergy scores: CSS=26.9, Synergy_ZIP=-8.28, Synergy_Bliss=-2.78, Synergy_Loewe=-61.0, Synergy_HSA=-4.33.